This data is from Peptide-MHC class I binding affinity with 185,985 pairs from IEDB/IMGT. The task is: Regression. Given a peptide amino acid sequence and an MHC pseudo amino acid sequence, predict their binding affinity value. This is MHC class I binding data. (1) The peptide sequence is THLEVCFMY. The MHC is HLA-B15:01 with pseudo-sequence HLA-B15:01. The binding affinity (normalized) is 0.0847. (2) The peptide sequence is AFVRFSTDK. The MHC is HLA-A31:01 with pseudo-sequence HLA-A31:01. The binding affinity (normalized) is 0.257. (3) The peptide sequence is YLLVKWYKK. The MHC is HLA-A68:01 with pseudo-sequence HLA-A68:01. The binding affinity (normalized) is 0.0700.